From a dataset of Reaction yield outcomes from USPTO patents with 853,638 reactions. Predict the reaction yield, written as a fraction of the theoretical maximum amount of product (1.0 means a 100% yield; for example, 0.34 means a 34% yield). (1) The reactants are C(OC(=O)[NH:7][C:8]1([C:11](=[O:37])[NH:12][CH2:13][C:14]2[CH:19]=[CH:18][C:17]([N:20]3[C:28]4[C:23](=[CH:24][C:25]([O:29][CH3:30])=[CH:26][CH:27]=4)[CH:22]=[C:21]3[C:31]3[O:35][N:34]=[C:33]([CH3:36])[N:32]=3)=[CH:16][CH:15]=2)[CH2:10][CH2:9]1)(C)(C)C.FC(F)(F)C(O)=O. The catalyst is ClCCl. The product is [CH3:30][O:29][C:25]1[CH:24]=[C:23]2[C:28](=[CH:27][CH:26]=1)[N:20]([C:17]1[CH:18]=[CH:19][C:14]([CH2:13][NH:12][C:11]([C:8]3([NH2:7])[CH2:9][CH2:10]3)=[O:37])=[CH:15][CH:16]=1)[C:21]([C:31]1[O:35][N:34]=[C:33]([CH3:36])[N:32]=1)=[CH:22]2. The yield is 0.789. (2) The reactants are [CH3:1][O:2][CH2:3][CH2:4][O:5][C:6]1[CH:7]=[C:8]2[C:13](=[CH:14][C:15]=1[O:16][CH2:17][CH2:18][O:19][CH3:20])[N:12]=[CH:11][N:10]=[C:9]2[S:21][C:22]1[CH:23]=[C:24]([NH:28][C:29]([NH:31][C:32]2[CH:36]=[C:35]([C:37]([CH3:40])([CH3:39])[CH3:38])[O:34][N:33]=2)=[O:30])[CH:25]=[CH:26][CH:27]=1.[ClH:41].CCOCC. The catalyst is C(Cl)Cl.CO. The product is [ClH:41].[CH3:1][O:2][CH2:3][CH2:4][O:5][C:6]1[CH:7]=[C:8]2[C:13](=[CH:14][C:15]=1[O:16][CH2:17][CH2:18][O:19][CH3:20])[N:12]=[CH:11][N:10]=[C:9]2[S:21][C:22]1[CH:23]=[C:24]([NH:28][C:29]([NH:31][C:32]2[CH:36]=[C:35]([C:37]([CH3:40])([CH3:39])[CH3:38])[O:34][N:33]=2)=[O:30])[CH:25]=[CH:26][CH:27]=1. The yield is 0.400. (3) The reactants are Cl.[I:2][C:3]1[CH:4]=[C:5]([NH2:13])[CH:6]=[C:7]2[C:11]=1[NH:10][C:9]([CH3:12])=[CH:8]2.[N-:14]([C:17]#[N:18])[C:15]#[N:16].[Na+]. No catalyst specified. The product is [C:15]([N:14]=[C:17]([NH2:18])[NH:13][C:5]1[CH:6]=[C:7]2[C:11](=[C:3]([I:2])[CH:4]=1)[NH:10][C:9]([CH3:12])=[CH:8]2)#[N:16]. The yield is 0.420. (4) The reactants are Br[CH:2]1[CH:7](O)[CH:6]=[C:5]([C:9]2[CH:14]=[CH:13][N:12]=[CH:11][C:10]=2[N+:15]([O-:17])=[O:16])[CH2:4][CH:3]1[CH3:18].CC(C)([O-:22])C.[K+].[Cl-].[NH4+].[N-:27]=[N+:28]=[N-:29].[Na+]. The catalyst is C1COCC1.O. The product is [N:27]([CH:7]1[CH:6]=[C:5]([C:9]2[CH:14]=[CH:13][N:12]=[CH:11][C:10]=2[N+:15]([O-:17])=[O:16])[CH2:4][CH:3]([CH3:18])[CH:2]1[OH:22])=[N+:28]=[N-:29]. The yield is 0.550. (5) The reactants are [CH2:1]([N:8]1[C:16]2[CH:15]=[CH:14][CH:13]=[C:12]([OH:17])[C:11]=2[CH:10]=[C:9]1[CH3:18])[C:2]1[CH:7]=[CH:6][CH:5]=[CH:4][CH:3]=1.[H-].[Na+].[CH2:21]([O:23][C:24](=[O:30])[CH:25](Br)[CH:26]([CH3:28])[CH3:27])[CH3:22]. The catalyst is CN(C)C=O.C(OCC)(=O)C. The product is [CH2:21]([O:23][C:24](=[O:30])[CH:25]([O:17][C:12]1[CH:13]=[CH:14][CH:15]=[C:16]2[C:11]=1[CH:10]=[C:9]([CH3:18])[N:8]2[CH2:1][C:2]1[CH:3]=[CH:4][CH:5]=[CH:6][CH:7]=1)[CH:26]([CH3:28])[CH3:27])[CH3:22]. The yield is 0.190. (6) The reactants are C(OC(=O)[NH:7][O:8][CH2:9][CH2:10][N:11]1[CH2:16][CH2:15][O:14][CH2:13][CH2:12]1)(C)(C)C.O1CCOCC1.[ClH:24]. The catalyst is CO. The product is [ClH:24].[ClH:24].[N:11]1([CH2:10][CH2:9][O:8][NH2:7])[CH2:16][CH2:15][O:14][CH2:13][CH2:12]1. The yield is 0.780.